Dataset: Reaction yield outcomes from USPTO patents with 853,638 reactions. Task: Predict the reaction yield, written as a fraction of the theoretical maximum amount of product (1.0 means a 100% yield; for example, 0.34 means a 34% yield). (1) The reactants are [Cl:1][C:2]1[C:3]([CH3:31])=[C:4]([NH:10][C@H:11]([C@H:28]([OH:30])[CH3:29])[C:12]([NH:14][NH:15][C:16](=O)[C:17]2[CH:22]=[CH:21][C:20]([S:23]([CH3:26])(=[O:25])=[O:24])=[CH:19][CH:18]=2)=[O:13])[CH:5]=[CH:6][C:7]=1[C:8]#[N:9].S(Cl)(C1C=CC(C)=CC=1)(=O)=O.C(N=P1(N(CC)CC)N(C)CCCN1C)(C)(C)C. The catalyst is C1COCC1. The product is [Cl:1][C:2]1[C:3]([CH3:31])=[C:4]([NH:10][C@@H:11]([C:12]2[O:13][C:16]([C:17]3[CH:18]=[CH:19][C:20]([S:23]([CH3:26])(=[O:24])=[O:25])=[CH:21][CH:22]=3)=[N:15][N:14]=2)[C@H:28]([OH:30])[CH3:29])[CH:5]=[CH:6][C:7]=1[C:8]#[N:9]. The yield is 0.250. (2) The reactants are C[O:2][C:3]1[CH:8]=[CH:7][C:6]([C:9]2[S:10][C:11]3[C:16]([C:17](=[O:19])[CH:18]=2)=[CH:15][CH:14]=[CH:13][CH:12]=3)=[CH:5][CH:4]=1.B(Br)(Br)Br. The catalyst is C(Cl)Cl. The product is [OH:2][C:3]1[CH:8]=[CH:7][C:6]([C:9]2[S:10][C:11]3[C:16]([C:17](=[O:19])[CH:18]=2)=[CH:15][CH:14]=[CH:13][CH:12]=3)=[CH:5][CH:4]=1. The yield is 0.800. (3) The reactants are [CH:1]1([NH2:4])[CH2:3][CH2:2]1.C1([O:11][C:12](=O)[NH:13][C:14]2[CH:19]=[CH:18][CH:17]=[C:16]([C:20]([C:22]3[C:30]4[C:29]([NH2:31])=[N:28][CH:27]=[N:26][C:25]=4[N:24]([CH:32]4[CH2:36][CH2:35][CH2:34][CH2:33]4)[CH:23]=3)=[O:21])[CH:15]=2)C=CC=CC=1. The catalyst is C1COCC1. The product is [NH2:31][C:29]1[C:30]2[C:22]([C:20]([C:16]3[CH:15]=[C:14]([NH:13][C:12]([NH:4][CH:1]4[CH2:3][CH2:2]4)=[O:11])[CH:19]=[CH:18][CH:17]=3)=[O:21])=[CH:23][N:24]([CH:32]3[CH2:36][CH2:35][CH2:34][CH2:33]3)[C:25]=2[N:26]=[CH:27][N:28]=1. The yield is 0.950. (4) The reactants are CC1(C)C(C)(C)OB([C:9]2[CH:17]=[CH:16][CH:15]=[C:14]3[C:10]=2[CH:11]=[CH:12][NH:13]3)O1.Br[C:20]1[C:25]([F:26])=[CH:24][CH:23]=[CH:22][C:21]=1[F:27].C(=O)([O-])[O-].[Na+].[Na+]. The catalyst is COCCOC.[Pd].C(OCC)(=O)C. The product is [F:26][C:25]1[CH:24]=[CH:23][CH:22]=[C:21]([F:27])[C:20]=1[C:9]1[CH:17]=[CH:16][CH:15]=[C:14]2[C:10]=1[CH:11]=[CH:12][NH:13]2. The yield is 0.910. (5) The reactants are [C:1]([O:7][CH2:8][CH3:9])(=[O:6])[CH2:2][C:3]([CH3:5])=O.[I:10][C:11]1[CH:18]=[CH:17][CH:16]=[CH:15][C:12]=1[CH:13]=O.[NH4+:19].[OH-:20]. The catalyst is CCO.C(Cl)Cl. The product is [I:10][C:11]1[CH:18]=[CH:17][CH:16]=[CH:15][C:12]=1[CH:13]1[C:2]([C:1]([O:7][CH2:8][CH3:9])=[O:6])=[C:3]([CH3:5])[NH:19][C:3]([CH3:5])=[C:2]1[C:1]([O:7][CH2:8][CH3:9])=[O:20]. The yield is 0.540. (6) The reactants are [N:1]1[CH:6]=[CH:5][CH:4]=[C:3]([S:7]([OH:10])(=O)=[O:8])[CH:2]=1.P(Cl)(Cl)(Cl)(Cl)[Cl:12].P(Cl)(Cl)(Cl)=O. No catalyst specified. The product is [N:1]1[CH:6]=[CH:5][CH:4]=[C:3]([S:7]([Cl:12])(=[O:10])=[O:8])[CH:2]=1. The yield is 0.850. (7) The reactants are I[C:2]1[CH:7]=[CH:6][C:5]([S:8]([CH3:11])(=[O:10])=[O:9])=[CH:4][C:3]=1[C:12]([N:14]1[CH2:19][CH2:18][N:17]([C:20]2[CH:25]=[CH:24][C:23]([C:26]([F:29])([F:28])[F:27])=[CH:22][CH:21]=2)[CH:16]([CH3:30])[CH2:15]1)=[O:13].[NH:31]1[CH2:36][CH2:35][O:34][CH2:33][CH2:32]1. No catalyst specified. The product is [CH3:11][S:8]([C:5]1[CH:6]=[CH:7][C:2]([N:31]2[CH2:36][CH2:35][O:34][CH2:33][CH2:32]2)=[C:3]([C:12]([N:14]2[CH2:19][CH2:18][N:17]([C:20]3[CH:25]=[CH:24][C:23]([C:26]([F:29])([F:28])[F:27])=[CH:22][CH:21]=3)[CH:16]([CH3:30])[CH2:15]2)=[O:13])[CH:4]=1)(=[O:10])=[O:9]. The yield is 0.940.